This data is from Merck oncology drug combination screen with 23,052 pairs across 39 cell lines. The task is: Regression. Given two drug SMILES strings and cell line genomic features, predict the synergy score measuring deviation from expected non-interaction effect. Drug 1: C=CCn1c(=O)c2cnc(Nc3ccc(N4CCN(C)CC4)cc3)nc2n1-c1cccc(C(C)(C)O)n1. Drug 2: CCc1c2c(nc3ccc(O)cc13)-c1cc3c(c(=O)n1C2)COC(=O)C3(O)CC. Cell line: NCIH2122. Synergy scores: synergy=-80.2.